This data is from Full USPTO retrosynthesis dataset with 1.9M reactions from patents (1976-2016). The task is: Predict the reactants needed to synthesize the given product. Given the product [Br:1][C:2]1[CH:7]=[CH:6][C:5]([C:8]2[CH:9]=[C:10]3[C:14](=[CH:15][CH:16]=2)[NH:13][CH:12]=[C:11]3[C:17]#[N:26])=[CH:4][CH:3]=1, predict the reactants needed to synthesize it. The reactants are: [Br:1][C:2]1[CH:7]=[CH:6][C:5]([C:8]2[CH:9]=[C:10]3[C:14](=[CH:15][CH:16]=2)[NH:13][CH:12]=[C:11]3[CH:17]=O)=[CH:4][CH:3]=1.P([O-])([O-])(O)=O.[NH4+].[NH4+].[N+:26](CCC)([O-])=O.